From a dataset of Full USPTO retrosynthesis dataset with 1.9M reactions from patents (1976-2016). Predict the reactants needed to synthesize the given product. Given the product [CH3:28][C:29]1[N:30]=[CH:31][N:32]([C:1]([C:14]2[CH:19]=[CH:18][CH:17]=[CH:16][CH:15]=2)([C:8]2[CH:13]=[CH:12][CH:11]=[CH:10][CH:9]=2)[C:2]2[CH:7]=[CH:6][CH:5]=[CH:4][CH:3]=2)[CH:33]=1, predict the reactants needed to synthesize it. The reactants are: [C:1](Cl)([C:14]1[CH:19]=[CH:18][CH:17]=[CH:16][CH:15]=1)([C:8]1[CH:13]=[CH:12][CH:11]=[CH:10][CH:9]=1)[C:2]1[CH:7]=[CH:6][CH:5]=[CH:4][CH:3]=1.CCN(CC)CC.[CH3:28][C:29]1[N:30]=[CH:31][NH:32][CH:33]=1.[NH4+].[Cl-].